From a dataset of Full USPTO retrosynthesis dataset with 1.9M reactions from patents (1976-2016). Predict the reactants needed to synthesize the given product. (1) Given the product [Cl:16][C:6]1[CH:7]=[CH:8][N:9]=[C:10]2[C:5]=1[N:4]=[C:3]([O:2][CH3:1])[CH:12]=[CH:11]2, predict the reactants needed to synthesize it. The reactants are: [CH3:1][O:2][C:3]1[N:4]=[C:5]2[C:10](=[CH:11][CH:12]=1)[NH:9][CH:8]=[CH:7][C:6]2=O.O=P(Cl)(Cl)[Cl:16]. (2) Given the product [C:26]([O:25][C:23]([N:20]1[CH2:19][CH2:18][CH:17]([CH:16]([C:15]([O:14][CH3:13])=[O:30])[CH:36]([OH:37])[C:35]2[CH:38]=[CH:39][CH:40]=[CH:41][C:34]=2[N+:31]([O-:33])=[O:32])[CH2:22][CH2:21]1)=[O:24])([CH3:27])([CH3:29])[CH3:28], predict the reactants needed to synthesize it. The reactants are: C(NC(C)C)(C)C.C([Li])CCC.[CH3:13][O:14][C:15](=[O:30])[CH2:16][CH:17]1[CH2:22][CH2:21][N:20]([C:23]([O:25][C:26]([CH3:29])([CH3:28])[CH3:27])=[O:24])[CH2:19][CH2:18]1.[N+:31]([C:34]1[CH:41]=[CH:40][CH:39]=[CH:38][C:35]=1[CH:36]=[O:37])([O-:33])=[O:32]. (3) Given the product [O:21]1[CH2:22][CH:23]=[C:24]([C:2]2[C:11]([C:12]([O:14][CH2:15][CH3:16])=[O:13])=[C:10]([OH:17])[C:9]3[C:8](=[O:18])[CH2:7][C:6]([CH3:20])([CH3:19])[CH2:5][C:4]=3[N:3]=2)[CH2:25][CH2:26]1, predict the reactants needed to synthesize it. The reactants are: Cl[C:2]1[C:11]([C:12]([O:14][CH2:15][CH3:16])=[O:13])=[C:10]([OH:17])[C:9]2[C:8](=[O:18])[CH2:7][C:6]([CH3:20])([CH3:19])[CH2:5][C:4]=2[N:3]=1.[O:21]1[CH2:26][CH:25]=[C:24](B2OC(C)(C)C(C)(C)O2)[CH2:23][CH2:22]1.C(=O)([O-])[O-].[Na+].[Na+]. (4) Given the product [CH3:1][C:2]1[CH:3]=[CH:4][C:5]([C:8]2[C:16]3[O:15][CH:14]([CH2:17][NH:18][C:29](=[O:30])[O:31][CH2:32][C:33]4[CH:38]=[CH:37][CH:36]=[CH:35][CH:34]=4)[CH2:13][C:12]=3[CH:11]=[CH:10][CH:9]=2)=[CH:6][CH:7]=1, predict the reactants needed to synthesize it. The reactants are: [CH3:1][C:2]1[CH:7]=[CH:6][C:5]([C:8]2[C:16]3[O:15][CH:14]([CH2:17][NH2:18])[CH2:13][C:12]=3[CH:11]=[CH:10][CH:9]=2)=[CH:4][CH:3]=1.C(N(C(C)C)CC)(C)C.Cl[C:29]([O:31][CH2:32][C:33]1[CH:38]=[CH:37][CH:36]=[CH:35][CH:34]=1)=[O:30]. (5) Given the product [Br:26][C:27]1[CH:34]=[C:33]([N:7]2[C:8]3=[N:9][CH:10]=[CH:11][C:12]([C:14]4[CH:15]=[N:16][C:17]5[C:22]([CH:23]=4)=[CH:21][CH:20]=[CH:19][CH:18]=5)=[C:13]3[C:5]([C:4]([F:24])([F:3])[F:25])=[N:6]2)[CH:32]=[CH:31][C:28]=1[C:29]#[N:30], predict the reactants needed to synthesize it. The reactants are: [H-].[Na+].[F:3][C:4]([F:25])([F:24])[C:5]1[C:13]2[C:8](=[N:9][CH:10]=[CH:11][C:12]=2[C:14]2[CH:15]=[N:16][C:17]3[C:22]([CH:23]=2)=[CH:21][CH:20]=[CH:19][CH:18]=3)[NH:7][N:6]=1.[Br:26][C:27]1[CH:34]=[C:33](F)[CH:32]=[CH:31][C:28]=1[C:29]#[N:30].O. (6) Given the product [NH2:1][C:4]1[C:17]2[C:16](=[O:18])[C:15]3[C:10](=[CH:11][CH:12]=[CH:13][C:14]=3[NH2:19])[C:9](=[O:22])[C:8]=2[CH:7]=[CH:6][CH:5]=1, predict the reactants needed to synthesize it. The reactants are: [N+:1]([C:4]1[C:17]2[C:16](=[O:18])[C:15]3[C:10](=[CH:11][CH:12]=[CH:13][C:14]=3[N+:19]([O-])=O)[C:9](=[O:22])[C:8]=2[CH:7]=[CH:6][CH:5]=1)([O-])=O.C(O)C.O.O.O.O.O.O.O.O.O.[S-2].[Na+].[Na+].[OH-].[Na+]. (7) Given the product [CH2:1]([O:8][C:9]([N:11]1[CH2:15][CH:14]([OH:16])[CH2:13][CH:12]1[CH2:28][C:29]1[C:37]2[C:32](=[N:33][CH:34]=[CH:35][CH:36]=2)[NH:31][CH:30]=1)=[O:10])[C:2]1[CH:3]=[CH:4][CH:5]=[CH:6][CH:7]=1, predict the reactants needed to synthesize it. The reactants are: [CH2:1]([O:8][C:9]([N:11]1[CH2:15][CH:14]([O:16]C(=O)C2C=CC([N+]([O-])=O)=CC=2)[CH2:13][CH:12]1[CH2:28][C:29]1[C:37]2[C:32](=[N:33][CH:34]=[CH:35][CH:36]=2)[NH:31][CH:30]=1)=[O:10])[C:2]1[CH:7]=[CH:6][CH:5]=[CH:4][CH:3]=1.[OH-].[Na+].